This data is from Full USPTO retrosynthesis dataset with 1.9M reactions from patents (1976-2016). The task is: Predict the reactants needed to synthesize the given product. The reactants are: [F:1][C:2]1[CH:7]=[CH:6][C:5]([N:8]2[C:16]3[C:11](=[CH:12][C:13](CO)=[C:14]([CH3:17])[CH:15]=3)[CH:10]=[N:9]2)=[CH:4][CH:3]=1.B(F)(F)F.O(CC)[CH2:25]C.[CH3:29][O:30][C:31]([O:35][Si](C)(C)C)=[C:32]([CH3:34])[CH3:33]. Given the product [F:1][C:2]1[CH:7]=[CH:6][C:5]([N:8]2[C:16]3[C:11](=[CH:12][C:13]([CH2:33][C:32]([CH3:25])([CH3:34])[C:31]([O:30][CH3:29])=[O:35])=[C:14]([CH3:17])[CH:15]=3)[CH:10]=[N:9]2)=[CH:4][CH:3]=1, predict the reactants needed to synthesize it.